Dataset: Peptide-MHC class I binding affinity with 185,985 pairs from IEDB/IMGT. Task: Regression. Given a peptide amino acid sequence and an MHC pseudo amino acid sequence, predict their binding affinity value. This is MHC class I binding data. The MHC is HLA-A11:01 with pseudo-sequence HLA-A11:01. The peptide sequence is DSVAKCCSK. The binding affinity (normalized) is 0.257.